From a dataset of Forward reaction prediction with 1.9M reactions from USPTO patents (1976-2016). Predict the product of the given reaction. (1) Given the reactants Br[C:2]1[CH:7]=[CH:6][C:5]([S:8]([NH:11][C:12]2[CH:17]=[C:16]([N:18]3[CH2:23][C@H:22]([CH3:24])[NH:21][C@H:20]([CH3:25])[CH2:19]3)[CH:15]=[CH:14][C:13]=2[O:26][CH3:27])(=[O:10])=[O:9])=[CH:4][C:3]=1[F:28].[O:29]1[CH:33]=[CH:32][C:31](B(O)O)=[CH:30]1.CC(C)([O-])C.[K+], predict the reaction product. The product is: [CH3:25][C@H:20]1[NH:21][C@@H:22]([CH3:24])[CH2:23][N:18]([C:16]2[CH:15]=[CH:14][C:13]([O:26][CH3:27])=[C:12]([NH:11][S:8]([C:5]3[CH:6]=[CH:7][C:2]([C:31]4[CH:32]=[CH:33][O:29][CH:30]=4)=[C:3]([F:28])[CH:4]=3)(=[O:10])=[O:9])[CH:17]=2)[CH2:19]1. (2) Given the reactants [NH2:1][C:2](=[O:33])[C:3]([NH:6][C:7](=[O:32])[C:8]1[CH:13]=[CH:12][CH:11]=[C:10]([C:14]2[C:23]3[C:18](=[CH:19][C:20]([OH:29])=[C:21]4[O:26][C:25]([CH3:28])([CH3:27])[CH2:24][C:22]4=3)[CH2:17][C:16]([CH3:31])([CH3:30])[N:15]=2)[CH:9]=1)([CH3:5])[CH3:4].C(=O)([O-])[O-].[K+].[K+].[F:40][C:41]([F:45])([F:44])[CH2:42]I, predict the reaction product. The product is: [NH2:1][C:2](=[O:33])[C:3]([NH:6][C:7](=[O:32])[C:8]1[CH:13]=[CH:12][CH:11]=[C:10]([C:14]2[C:23]3[C:18](=[CH:19][C:20]([O:29][CH2:42][C:41]([F:45])([F:44])[F:40])=[C:21]4[O:26][C:25]([CH3:27])([CH3:28])[CH2:24][C:22]4=3)[CH2:17][C:16]([CH3:31])([CH3:30])[N:15]=2)[CH:9]=1)([CH3:5])[CH3:4]. (3) Given the reactants [F:1][C:2]1[CH:3]=[C:4]2[C:8](=[CH:9][CH:10]=1)[NH:7][N:6]=[C:5]2[C:11](O)=[O:12].[H-].[Al+3].[Li+].[H-].[H-].[H-].S([O-])([O-])(=O)=O.[Na+].[Na+].Cl, predict the reaction product. The product is: [F:1][C:2]1[CH:3]=[C:4]2[C:8](=[CH:9][CH:10]=1)[NH:7][N:6]=[C:5]2[CH2:11][OH:12]. (4) Given the reactants CN1C=NN=C1S(CC1C=CC(C(O)=O)=CC=1)=O.[CH3:19][N:20]1[CH:24]=[N:23][N:22]=[C:21]1[S:25]([CH2:28][C:29]1[CH:37]=[CH:36][C:32]([C:33]([OH:35])=O)=[CH:31][CH:30]=1)(=[O:27])=[O:26].[Cl:38][C:39]1[CH:45]=[CH:44][C:42]([NH2:43])=[CH:41][C:40]=1[C:46]1[CH:51]=[CH:50][CH:49]=[CH:48][N:47]=1, predict the reaction product. The product is: [Cl:38][C:39]1[CH:45]=[CH:44][C:42]([NH:43][C:33](=[O:35])[C:32]2[CH:31]=[CH:30][C:29]([CH2:28][S:25]([C:21]3[N:20]([CH3:19])[CH:24]=[N:23][N:22]=3)(=[O:26])=[O:27])=[CH:37][CH:36]=2)=[CH:41][C:40]=1[C:46]1[CH:51]=[CH:50][CH:49]=[CH:48][N:47]=1. (5) The product is: [CH2:1]([O:3][C:4]([C:5]1[C:10]2[N:11]=[C:18]([C:17]3[CH:20]=[CH:21][CH:22]=[CH:23][C:16]=3[C:15]([F:14])([F:24])[F:25])[NH:12][C:9]=2[CH:8]=[N:7][CH:6]=1)=[O:13])[CH3:2]. Given the reactants [CH2:1]([O:3][C:4](=[O:13])[C:5]1[C:10]([NH2:11])=[C:9]([NH2:12])[CH:8]=[N:7][CH:6]=1)[CH3:2].[F:14][C:15]([F:25])([F:24])[C:16]1[CH:23]=[CH:22][CH:21]=[CH:20][C:17]=1[CH:18]=O.S(S([O-])=O)([O-])(=O)=O.[Na+].[Na+].O, predict the reaction product. (6) Given the reactants Br[C:2]1[C:7]([NH2:8])=[C:6]([CH:9]([O:12][CH3:13])[O:10][CH3:11])[C:5]([F:14])=[CH:4][N:3]=1.[CH:15]1(B(O)O)[CH2:17][CH2:16]1.C1(P(C2CCCCC2)C2CCCCC2)CCCCC1.P([O-])([O-])([O-])=O.[K+].[K+].[K+], predict the reaction product. The product is: [CH:15]1([C:2]2[C:7]([NH2:8])=[C:6]([CH:9]([O:12][CH3:13])[O:10][CH3:11])[C:5]([F:14])=[CH:4][N:3]=2)[CH2:17][CH2:16]1. (7) Given the reactants C[O:2][C:3]([C@@H:5]1[C@@H:9]([C:10]2[CH:15]=[CH:14][C:13]([Cl:16])=[C:12]([Cl:17])[CH:11]=2)[CH2:8][N:7]([CH2:18][C:19]2[CH:24]=[CH:23][CH:22]=[CH:21][CH:20]=2)[CH2:6]1)=O.[H-].[H-].[H-].[H-].[Li+].[Al+3].O.[OH-].[Na+], predict the reaction product. The product is: [CH2:18]([N:7]1[CH2:8][C@H:9]([C:10]2[CH:15]=[CH:14][C:13]([Cl:16])=[C:12]([Cl:17])[CH:11]=2)[C@@H:5]([CH2:3][OH:2])[CH2:6]1)[C:19]1[CH:20]=[CH:21][CH:22]=[CH:23][CH:24]=1. (8) Given the reactants [F:1][C:2]([F:7])([F:6])[C:3]([OH:5])=[O:4].[F:8][C:9]1[CH:10]=[C:11]([C@@H:33]2[CH2:37][NH:36][C@H:35]([C:38]([OH:40])=[O:39])[CH2:34]2)[CH:12]=[CH:13][C:14]=1[C:15]1[S:16][C:17]2[C:22]([N:23]=1)=[CH:21][CH:20]=[C:19]([C:24]1([C:27]3[CH:32]=[CH:31][CH:30]=[CH:29][CH:28]=3)[CH2:26][CH2:25]1)[N:18]=2.[C:41]([BH3-])#N.[Na+], predict the reaction product. The product is: [F:1][C:2]([F:7])([F:6])[C:3]([OH:5])=[O:4].[F:8][C:9]1[CH:10]=[C:11]([C@@H:33]2[CH2:37][N:36]([CH3:41])[C@H:35]([C:38]([OH:40])=[O:39])[CH2:34]2)[CH:12]=[CH:13][C:14]=1[C:15]1[S:16][C:17]2[C:22]([N:23]=1)=[CH:21][CH:20]=[C:19]([C:24]1([C:27]3[CH:32]=[CH:31][CH:30]=[CH:29][CH:28]=3)[CH2:25][CH2:26]1)[N:18]=2.